Dataset: Reaction yield outcomes from USPTO patents with 853,638 reactions. Task: Predict the reaction yield, written as a fraction of the theoretical maximum amount of product (1.0 means a 100% yield; for example, 0.34 means a 34% yield). (1) The reactants are [Cl:1][C:2]1[CH:3]=[C:4]([NH:8][C:9]([N:11]2[CH2:16][CH2:15][C:14]3[NH:17][N:18]=[C:19]([C:20]([OH:22])=O)[C:13]=3[CH2:12]2)=[O:10])[CH:5]=[CH:6][CH:7]=1.[CH3:23][O:24][NH:25][CH:26]([CH3:28])[CH3:27].CCN(C(C)C)C(C)C.CN(C(ON1N=NC2C=CC=NC1=2)=[N+](C)C)C.F[P-](F)(F)(F)(F)F. The catalyst is CN(C=O)C. The product is [Cl:1][C:2]1[CH:3]=[C:4]([NH:8][C:9]([N:11]2[CH2:16][CH2:15][C:14]3[NH:17][N:18]=[C:19]([C:20]([N:25]([CH:26]([CH3:28])[CH3:27])[O:24][CH3:23])=[O:22])[C:13]=3[CH2:12]2)=[O:10])[CH:5]=[CH:6][CH:7]=1. The yield is 0.163. (2) The reactants are [Cl-].[Al+3].[Cl-].[Cl-].[C:5](OC(=O)C)(=[O:7])[CH3:6].[CH2:12]([O:14][C:15]([C:17]1[NH:18][C:19]([CH3:23])=[C:20]([CH3:22])[CH:21]=1)=[O:16])[CH3:13]. The catalyst is ClC(Cl)C. The product is [CH2:12]([O:14][C:15]([C:17]1[NH:18][C:19]([CH3:23])=[C:20]([CH3:22])[C:21]=1[C:5](=[O:7])[CH3:6])=[O:16])[CH3:13]. The yield is 0.600. (3) The reactants are [O:1]1[C:6]2=[CH:7][C:8]3[C:9](=[O:15])[C:10](=[O:14])[NH:11][C:12]=3[CH:13]=[C:5]2[O:4][CH2:3][CH2:2]1.[H-].[Na+].Br[CH:19]([C:26]1[CH:31]=[CH:30][CH:29]=[CH:28][CH:27]=1)[C:20]1[CH:25]=[CH:24][CH:23]=[CH:22][CH:21]=1. The catalyst is CN(C)C=O.O.C(OCC)(=O)C. The product is [C:20]1([CH:19]([C:26]2[CH:27]=[CH:28][CH:29]=[CH:30][CH:31]=2)[N:11]2[C:12]3[CH:13]=[C:5]4[O:4][CH2:3][CH2:2][O:1][C:6]4=[CH:7][C:8]=3[C:9](=[O:15])[C:10]2=[O:14])[CH:25]=[CH:24][CH:23]=[CH:22][CH:21]=1. The yield is 0.220. (4) The reactants are Cl[C:2]1[N:10]=[C:9](Cl)[CH:8]=[CH:7][C:3]=1[C:4]([NH2:6])=[O:5].[N:12]1([CH2:17][CH2:18][C:19]2[CH:25]=[CH:24][C:22]([NH2:23])=[CH:21][CH:20]=2)[CH2:16][CH2:15][CH2:14][CH2:13]1.[CH2:26]1[C:28]2([C@H:32]([NH:33][C:34](=[O:40])OC(C)(C)C)[CH2:31][NH:30][CH2:29]2)[CH2:27]1.[C:41](O)(=O)[CH:42]=C. The product is [C:34]([NH:33][C@H:32]1[C:28]2([CH2:27][CH2:26]2)[CH2:29][N:30]([C:9]2[CH:8]=[CH:7][C:3]([C:4]([NH2:6])=[O:5])=[C:2]([NH:23][C:22]3[CH:21]=[CH:20][C:19]([CH2:18][CH2:17][N:12]4[CH2:16][CH2:15][CH2:14][CH2:13]4)=[CH:25][CH:24]=3)[N:10]=2)[CH2:31]1)(=[O:40])[CH:41]=[CH2:42]. No catalyst specified. The yield is 0.290.